This data is from Peptide-MHC class II binding affinity with 134,281 pairs from IEDB. The task is: Regression. Given a peptide amino acid sequence and an MHC pseudo amino acid sequence, predict their binding affinity value. This is MHC class II binding data. The peptide sequence is VKREACPGTSVIIDG. The MHC is DRB1_0404 with pseudo-sequence DRB1_0404. The binding affinity (normalized) is 0.217.